This data is from Catalyst prediction with 721,799 reactions and 888 catalyst types from USPTO. The task is: Predict which catalyst facilitates the given reaction. Reactant: F[B-](F)(F)F.[CH3:6][O+:7]([CH3:9])C.[CH3:10][N:11]1[CH2:16][C:15]([CH3:26])([C:17]2[CH:22]=[CH:21][CH:20]=[C:19]([N+:23]([O-:25])=[O:24])[CH:18]=2)[NH:14]C(=O)[C:12]1=[O:28]. Product: [CH3:6][O:7][C:9]1[C:12](=[O:28])[N:11]([CH3:10])[CH2:16][C:15]([CH3:26])([C:17]2[CH:22]=[CH:21][CH:20]=[C:19]([N+:23]([O-:25])=[O:24])[CH:18]=2)[N:14]=1. The catalyst class is: 2.